Dataset: Forward reaction prediction with 1.9M reactions from USPTO patents (1976-2016). Task: Predict the product of the given reaction. (1) Given the reactants [F:1][C:2]1[CH:16]=[C:15]([N+:17]([O-:19])=[O:18])[C:14]([F:20])=[CH:13][C:3]=1[CH2:4]P(=O)(OCC)OCC.O=[C:22]1[CH2:27][CH2:26][N:25]([C:28]([O:30][C:31]([CH3:34])([CH3:33])[CH3:32])=[O:29])[CH2:24][CH2:23]1.[H-].[Na+], predict the reaction product. The product is: [F:1][C:2]1[CH:16]=[C:15]([N+:17]([O-:19])=[O:18])[C:14]([F:20])=[CH:13][C:3]=1[CH:4]=[C:22]1[CH2:27][CH2:26][N:25]([C:28]([O:30][C:31]([CH3:34])([CH3:33])[CH3:32])=[O:29])[CH2:24][CH2:23]1. (2) Given the reactants Br[C:2]1[S:3][C:4]([C:7]([O:9][CH3:10])=[O:8])=[CH:5][N:6]=1.Br[C:12]1S[C:14](C=O)=[CH:15][N:16]=1.C(=O)([O-])[O-].[K+].[K+].[C:25](#[N:27])C, predict the reaction product. The product is: [CH3:10][O:9][C:7]([C:4]1[S:3][C:2]([N:16]2[CH2:12][CH2:25][NH:27][CH2:14][CH2:15]2)=[N:6][CH:5]=1)=[O:8]. (3) Given the reactants C(O[C:6](=O)[NH:7][C:8]1(C)[CH:13]=[CH:12][CH:11]=[CH:10][NH:9]1)(C)(C)C.[Li][CH2:17]CCC.Cl, predict the reaction product. The product is: [NH:7]1[C:8]2=[N:9][CH:10]=[CH:11][CH:12]=[C:13]2[CH:17]=[CH:6]1. (4) The product is: [CH:33]1([NH:39][C:3]([C:4]2[CH:10]=[C:11]([C:13]3[CH:18]=[C:17]([O:19][CH3:20])[CH:16]=[CH:15][C:14]=3[O:21][CH3:22])[N:28]([CH2:27][CH2:26][C:25]3[CH:29]=[CH:30][CH:31]=[CH:32][C:24]=3[Cl:23])[C:5]=2[CH3:6])=[O:2])[CH2:38][CH2:37][CH2:36][CH2:35][CH2:34]1. Given the reactants C[O:2][C:3](=O)[CH2:4][C:5](=O)[CH3:6].Br[CH2:10][C:11]([C:13]1[CH:18]=[C:17]([O:19][CH3:20])[CH:16]=[CH:15][C:14]=1[O:21][CH3:22])=O.[Cl:23][C:24]1[CH:32]=[CH:31][CH:30]=[CH:29][C:25]=1[CH2:26][CH2:27][NH2:28].[CH:33]1([NH2:39])[CH2:38][CH2:37][CH2:36][CH2:35][CH2:34]1, predict the reaction product. (5) Given the reactants C(N(CC)C(=O)[S:5][C:6]1[CH:11]=[C:10]([C:12]([F:15])([F:14])[F:13])[CH:9]=[C:8]([F:16])[CH:7]=1)C.[OH-].[Na+].Cl, predict the reaction product. The product is: [F:16][C:8]1[CH:7]=[C:6]([SH:5])[CH:11]=[C:10]([C:12]([F:13])([F:14])[F:15])[CH:9]=1.